From a dataset of Peptide-MHC class I binding affinity with 185,985 pairs from IEDB/IMGT. Regression. Given a peptide amino acid sequence and an MHC pseudo amino acid sequence, predict their binding affinity value. This is MHC class I binding data. (1) The MHC is SLA-10401 with pseudo-sequence SLA-10401. The binding affinity (normalized) is 0.0847. The peptide sequence is GTEYRLTLY. (2) The peptide sequence is YLGPTIRVW. The MHC is HLA-B07:02 with pseudo-sequence HLA-B07:02. The binding affinity (normalized) is 0.123. (3) The peptide sequence is VEMGEAAGIF. The MHC is HLA-B40:01 with pseudo-sequence HLA-B40:01. The binding affinity (normalized) is 0.348. (4) The peptide sequence is YTKVVHYRK. The MHC is HLA-A11:01 with pseudo-sequence HLA-A11:01. The binding affinity (normalized) is 0.571.